The task is: Predict the product of the given reaction.. This data is from Forward reaction prediction with 1.9M reactions from USPTO patents (1976-2016). Given the reactants [CH2:1]([C:3]1[CH:8]=[CH:7][C:6]([C:9]2[C:17]3[C:12](=[N:13][CH:14]=[CH:15][C:16]=3[NH:18][CH2:19][C:20]([CH3:24])([CH3:23])[CH2:21][OH:22])[O:11][C:10]=2[C:25]2[CH:30]=[CH:29][CH:28]=[CH:27][CH:26]=2)=[CH:5][CH:4]=1)[CH3:2].[C:31]([O:35][C:36]([CH3:39])([CH3:38])[CH3:37])(=[O:34])[CH:32]=[CH2:33].[OH-].[Na+].C(O)(=O)CC(CC(O)=O)(C(O)=O)O, predict the reaction product. The product is: [CH2:1]([C:3]1[CH:4]=[CH:5][C:6]([C:9]2[C:17]3[C:12](=[N:13][CH:14]=[CH:15][C:16]=3[NH:18][CH2:19][C:20]([CH3:24])([CH3:23])[CH2:21][O:22][CH2:33][CH2:32][C:31]([O:35][C:36]([CH3:39])([CH3:38])[CH3:37])=[O:34])[O:11][C:10]=2[C:25]2[CH:26]=[CH:27][CH:28]=[CH:29][CH:30]=2)=[CH:7][CH:8]=1)[CH3:2].